This data is from Reaction yield outcomes from USPTO patents with 853,638 reactions. The task is: Predict the reaction yield, written as a fraction of the theoretical maximum amount of product (1.0 means a 100% yield; for example, 0.34 means a 34% yield). (1) The reactants are [N:1]1[C:9]2[CH:8]=[CH:7][N:6]=[CH:5][C:4]=2[S:3][C:2]=1[C:10]1[CH:11]=[C:12]([CH:17]=[C:18]([NH:20][C:21](=[O:34])[C:22]2[CH:27]=[C:26]([O:28][CH3:29])[C:25]([O:30][CH3:31])=[C:24]([O:32][CH3:33])[CH:23]=2)[CH:19]=1)[C:13]([O:15]C)=[O:14].O.[OH-].[Na+].Cl. The catalyst is C1COCC1. The product is [N:1]1[C:9]2[CH:8]=[CH:7][N:6]=[CH:5][C:4]=2[S:3][C:2]=1[C:10]1[CH:11]=[C:12]([CH:17]=[C:18]([NH:20][C:21](=[O:34])[C:22]2[CH:23]=[C:24]([O:32][CH3:33])[C:25]([O:30][CH3:31])=[C:26]([O:28][CH3:29])[CH:27]=2)[CH:19]=1)[C:13]([OH:15])=[O:14]. The yield is 0.780. (2) The yield is 0.120. The reactants are [CH3:1][C@H:2]([NH:7][CH2:8][C:9]1[S:13][C:12](B(O)O)=[CH:11][CH:10]=1)[C:3]([CH3:6])([CH3:5])[CH3:4].Br[C:18]1[CH:19]=[C:20]2[C:24](=[C:25]([C:27]([NH2:29])=[O:28])[CH:26]=1)[NH:23][CH:22]=[C:21]2[CH:30]1[CH2:35][CH2:34][N:33]([S:36]([CH2:39][CH3:40])(=[O:38])=[O:37])[CH2:32][CH2:31]1.C([O-])([O-])=O.[K+].[K+]. The catalyst is C1C=CC([P]([Pd]([P](C2C=CC=CC=2)(C2C=CC=CC=2)C2C=CC=CC=2)([P](C2C=CC=CC=2)(C2C=CC=CC=2)C2C=CC=CC=2)[P](C2C=CC=CC=2)(C2C=CC=CC=2)C2C=CC=CC=2)(C2C=CC=CC=2)C2C=CC=CC=2)=CC=1. The product is [CH2:39]([S:36]([N:33]1[CH2:32][CH2:31][CH:30]([C:21]2[C:20]3[C:24](=[C:25]([C:27]([NH2:29])=[O:28])[CH:26]=[C:18]([C:12]4[S:13][C:9]([CH2:8][NH:7][C@@H:2]([CH3:1])[C:3]([CH3:6])([CH3:5])[CH3:4])=[CH:10][CH:11]=4)[CH:19]=3)[NH:23][CH:22]=2)[CH2:35][CH2:34]1)(=[O:38])=[O:37])[CH3:40]. (3) The reactants are [F:1][C:2]([F:13])([F:12])[C:3]1([C:9]([OH:11])=O)[CH2:8][CH2:7][CH2:6][CH2:5][CH2:4]1.[NH:14]1[CH2:19][CH2:18][CH:17]([C:20]([O:22][CH2:23][CH3:24])=[O:21])[CH2:16][CH2:15]1.C(Cl)CCl.C1C=CC2N(O)N=NC=2C=1.CCN(C(C)C)C(C)C.[NH4+].[Cl-]. The catalyst is CN(C=O)C. The product is [F:12][C:2]([F:1])([F:13])[C:3]1([C:9]([N:14]2[CH2:19][CH2:18][CH:17]([C:20]([O:22][CH2:23][CH3:24])=[O:21])[CH2:16][CH2:15]2)=[O:11])[CH2:4][CH2:5][CH2:6][CH2:7][CH2:8]1. The yield is 0.290. (4) The reactants are [CH3:1][O:2][C:3]1[C:12]([NH:13][C:14](=[O:18])OCC)=[N:11][C:10]2[C:5](=[CH:6][CH:7]=[C:8]([CH3:19])[CH:9]=2)[N:4]=1.[CH3:20][O:21][C:22]1[CH:23]=[C:24]([N:32]2[CH2:37][CH2:36][NH:35][CH2:34][CH2:33]2)[CH:25]=[C:26]([O:30][CH3:31])[C:27]=1[O:28][CH3:29]. No catalyst specified. The product is [CH3:1][O:2][C:3]1[C:12]([NH:13][C:14]([N:35]2[CH2:34][CH2:33][N:32]([C:24]3[CH:23]=[C:22]([O:21][CH3:20])[C:27]([O:28][CH3:29])=[C:26]([O:30][CH3:31])[CH:25]=3)[CH2:37][CH2:36]2)=[O:18])=[N:11][C:10]2[C:5](=[CH:6][CH:7]=[C:8]([CH3:19])[CH:9]=2)[N:4]=1. The yield is 0.940.